From a dataset of Full USPTO retrosynthesis dataset with 1.9M reactions from patents (1976-2016). Predict the reactants needed to synthesize the given product. Given the product [NH2:1][C:2]1[CH:3]=[C:4]([OH:13])[CH:5]=[CH:9][C:10]=1[C:11]#[N:12], predict the reactants needed to synthesize it. The reactants are: [NH2:1][C:2]1[C:10]([C:11]#[N:12])=[CH:9][C:5](C(O)=O)=[C:4]([OH:13])[CH:3]=1.N1C2C(=CC=CC=2)C=CC=1.